Dataset: Catalyst prediction with 721,799 reactions and 888 catalyst types from USPTO. Task: Predict which catalyst facilitates the given reaction. (1) Reactant: [CH3:1][O:2][C:3](=[O:12])[C:4]1[CH:9]=[C:8]([Br:10])[CH:7]=[N:6][C:5]=1[OH:11].S(OC)(O[CH3:17])(=O)=O.C(N(CC)CC)C. Product: [CH3:1][O:2][C:3]([C:4]1[C:5](=[O:11])[N:6]([CH3:17])[CH:7]=[C:8]([Br:10])[CH:9]=1)=[O:12]. The catalyst class is: 100. (2) Reactant: [Cl:1][C:2]1[CH:3]=[CH:4][C:5]([C:28]#[N:29])=[C:6]([C:8]2[C:13]([O:14][CH3:15])=[CH:12][N:11]([CH:16]([CH2:24][CH2:25][F:26])[C:17]([O:19]C(C)(C)C)=[O:18])[C:10](=[O:27])[CH:9]=2)[CH:7]=1.C(O)(C(F)(F)F)=O. Product: [Cl:1][C:2]1[CH:3]=[CH:4][C:5]([C:28]#[N:29])=[C:6]([C:8]2[C:13]([O:14][CH3:15])=[CH:12][N:11]([CH:16]([CH2:24][CH2:25][F:26])[C:17]([OH:19])=[O:18])[C:10](=[O:27])[CH:9]=2)[CH:7]=1. The catalyst class is: 4. (3) Reactant: [C:1]12[C:7](=[CH:8][CH:9]=[CH:10][CH:11]=1)[NH:6][C:5](=[O:12])[O:4][C:2]2=[O:3].[H-].[Na+].Cl[CH2:16][C:17]1[CH:22]=[CH:21][CH:20]=[CH:19][N:18]=1.Cl.N1C=CC=CC=1CCl. Product: [N:18]1[CH:19]=[CH:20][CH:21]=[CH:22][C:17]=1[CH2:16][N:6]1[C:7]2[CH:8]=[CH:9][CH:10]=[CH:11][C:1]=2[C:2](=[O:3])[O:4][C:5]1=[O:12]. The catalyst class is: 44. (4) Product: [CH:24]1([NH:27][C:2]2[C:3]([CH3:23])=[N:4][C:5]3[C:10]([N:11]=2)=[C:9]([C:12]2[NH:20][C:19]4[CH:18]([CH3:21])[CH2:17][NH:16][C:15](=[O:22])[C:14]=4[CH:13]=2)[CH:8]=[CH:7][CH:6]=3)[CH2:26][CH2:25]1. The catalyst class is: 16. Reactant: F[C:2]1[C:3]([CH3:23])=[N:4][C:5]2[C:10]([N:11]=1)=[C:9]([C:12]1[NH:20][C:19]3[CH:18]([CH3:21])[CH2:17][NH:16][C:15](=[O:22])[C:14]=3[CH:13]=1)[CH:8]=[CH:7][CH:6]=2.[CH:24]1([NH2:27])[CH2:26][CH2:25]1.CO.C(Cl)Cl. (5) Reactant: C([Li])CCC.[CH2:6]([NH:14][C:15](=[O:25])[C:16]1[CH:21]=[CH:20][C:19](Br)=[CH:18][C:17]=1[O:23][CH3:24])[CH2:7][C:8]1[CH:13]=[CH:12][CH:11]=[CH:10]C=1.[B:26](OC(C)C)([O:31]C(C)C)[O:27]C(C)C.Cl. Product: [CH2:6]([NH:14][C:15]([C:16]1[CH:21]=[CH:20][C:19]([B:26]([OH:31])[OH:27])=[CH:18][C:17]=1[O:23][CH3:24])=[O:25])[C:7]1[CH:8]=[CH:13][CH:12]=[CH:11][CH:10]=1. The catalyst class is: 7. (6) Reactant: C([O:3][C:4](=[O:44])[C:5]([O:8][C:9]1[CH:14]=[CH:13][C:12]([O:15][CH2:16][CH2:17][C:18]2[N:19]=[C:20]([C:24]3[CH:25]=[C:26]([C:30]4[CH:35]=[CH:34][CH:33]=[CH:32][CH:31]=4)[CH:27]=[CH:28][CH:29]=3)[O:21][C:22]=2[CH3:23])=[CH:11][C:10]=1[CH2:36][CH2:37][C:38]1[CH:43]=[CH:42][CH:41]=[CH:40][CH:39]=1)([CH3:7])[CH3:6])C.[OH-].[Na+]. Product: [C:26]1([C:30]2[CH:31]=[CH:32][CH:33]=[CH:34][CH:35]=2)[CH:27]=[CH:28][CH:29]=[C:24]([C:20]2[O:21][C:22]([CH3:23])=[C:18]([CH2:17][CH2:16][O:15][C:12]3[CH:13]=[CH:14][C:9]([O:8][C:5]([CH3:7])([CH3:6])[C:4]([OH:44])=[O:3])=[C:10]([CH2:36][CH2:37][C:38]4[CH:43]=[CH:42][CH:41]=[CH:40][CH:39]=4)[CH:11]=3)[N:19]=2)[CH:25]=1. The catalyst class is: 8. (7) Reactant: [F:1][C:2]1[C:7]([OH:8])=[CH:6][CH:5]=[CH:4][C:3]=1[C:9]([C:11]1[C:19]2[C:14](=[N:15][CH:16]=[C:17]([C:20]3[S:21][CH:22]=[CH:23][CH:24]=3)[CH:18]=2)[NH:13][CH:12]=1)=O.O.NN.[OH-].[K+].O. Product: [F:1][C:2]1[C:3]([CH2:9][C:11]2[C:19]3[C:14](=[N:15][CH:16]=[C:17]([C:20]4[S:21][CH:22]=[CH:23][CH:24]=4)[CH:18]=3)[NH:13][CH:12]=2)=[CH:4][CH:5]=[CH:6][C:7]=1[OH:8]. The catalyst class is: 831. (8) Reactant: CCN(C(C)C)C(C)C.[CH3:10][Si:11]([C:14]#[CH:15])([CH3:13])[CH3:12].O.I[C:18]1[C:19]([C:25]([O:27][CH3:28])=[O:26])=[N:20][C:21]([CH3:24])=[CH:22][CH:23]=1. Product: [CH3:24][C:21]1[N:20]=[C:19]([C:25]([O:27][CH3:28])=[O:26])[C:18]([C:15]#[C:14][Si:11]([CH3:13])([CH3:12])[CH3:10])=[CH:23][CH:22]=1. The catalyst class is: 538.